Dataset: Full USPTO retrosynthesis dataset with 1.9M reactions from patents (1976-2016). Task: Predict the reactants needed to synthesize the given product. (1) Given the product [Br-:10].[CH2:11]([N+:3]1[C:2]([Cl:1])=[C:6]([Cl:7])[N:5]([C:20]2([CH2:19][CH3:18])[CH:29]=[CH:28][C:27]3[C:22](=[CH:23][CH:24]=[CH:25][CH:26]=3)[CH2:21]2)[CH:4]=1)[CH2:12][CH2:13][CH3:14], predict the reactants needed to synthesize it. The reactants are: [Cl:1][C:2]1[N:3]=[CH:4][NH:5][C:6]=1[Cl:7].[OH-].[K+].[Br:10][CH2:11][CH2:12][CH2:13][CH3:14].[K+].[Br-].Br[CH2:18][CH2:19][C:20]1[CH:29]=[CH:28][C:27]2[C:22](=[CH:23][CH:24]=[CH:25][CH:26]=2)[CH:21]=1. (2) Given the product [F:39][C:40]1[C:45]2[CH2:46][O:47][CH2:48][O:49][C:44]=2[C:43]([O:50][CH3:51])=[CH:42][C:41]=1[CH:52]([NH:38][C:35]1[CH:36]=[CH:37][C:32]([C:29]2[N:28]=[C:27]([CH3:26])[O:31][N:30]=2)=[CH:33][CH:34]=1)[C:58]#[N:59], predict the reactants needed to synthesize it. The reactants are: C(S([O-])(=O)=O)(F)(F)F.C(S([O-])(=O)=O)(F)(F)F.C(S([O-])(=O)=O)(F)(F)F.[Yb+3].[CH3:26][C:27]1[O:31][N:30]=[C:29]([C:32]2[CH:37]=[CH:36][C:35]([NH2:38])=[CH:34][CH:33]=2)[N:28]=1.[F:39][C:40]1[C:45]2[CH2:46][O:47][CH2:48][O:49][C:44]=2[C:43]([O:50][CH3:51])=[CH:42][C:41]=1[CH:52]=O.C[Si]([C:58]#[N:59])(C)C.